Task: Predict the reactants needed to synthesize the given product.. Dataset: Full USPTO retrosynthesis dataset with 1.9M reactions from patents (1976-2016) Given the product [Cl:7][C:8]1[CH:13]=[CH:12][C:11]([C:14]([C:41]2[CH:42]=[CH:43][C:44]([Cl:47])=[CH:45][CH:46]=2)([OH:40])[C:15]2[CH:16]=[C:17]3[C:22](=[CH:23][CH:24]=2)[N:21]=[C:20]([O:3][CH2:2][CH2:1][OH:4])[N:19]=[C:18]3[NH:26][CH:27]2[CH2:32][CH2:31][N:30]([C:33]([O:35][C:36]([CH3:38])([CH3:37])[CH3:39])=[O:34])[CH2:29][CH2:28]2)=[CH:10][CH:9]=1, predict the reactants needed to synthesize it. The reactants are: [CH2:1]([OH:4])[CH2:2][OH:3].[H-].[Na+].[Cl:7][C:8]1[CH:13]=[CH:12][C:11]([C:14]([C:41]2[CH:46]=[CH:45][C:44]([Cl:47])=[CH:43][CH:42]=2)([OH:40])[C:15]2[CH:16]=[C:17]3[C:22](=[CH:23][CH:24]=2)[N:21]=[C:20](Cl)[N:19]=[C:18]3[NH:26][CH:27]2[CH2:32][CH2:31][N:30]([C:33]([O:35][C:36]([CH3:39])([CH3:38])[CH3:37])=[O:34])[CH2:29][CH2:28]2)=[CH:10][CH:9]=1.